Dataset: Reaction yield outcomes from USPTO patents with 853,638 reactions. Task: Predict the reaction yield, written as a fraction of the theoretical maximum amount of product (1.0 means a 100% yield; for example, 0.34 means a 34% yield). (1) The reactants are [Cl:1][C:2]([F:13])([F:12])[CH2:3][CH:4]1[CH2:8][N:7]([CH2:9]Cl)[C:6](=[O:11])[CH2:5]1.C([O:21][CH2:22][C:23]1[S:27][C:26]2=[N:28][C:29]([C:31]([F:34])([F:33])[F:32])=[CH:30][N:25]2[N:24]=1)C1C=CC=CC=1. The catalyst is O1CCOCC1.FC(F)(F)C(O)=O.[Cl-].[Cl-].[Zn+2]. The product is [Cl:1][C:2]([F:13])([F:12])[CH2:3][CH:4]1[CH2:8][N:7]([CH2:9][C:30]2[N:25]3[C:26]([S:27][C:23]([CH2:22][OH:21])=[N:24]3)=[N:28][C:29]=2[C:31]([F:33])([F:34])[F:32])[C:6](=[O:11])[CH2:5]1. The yield is 0.360. (2) The reactants are Cl.C1(C(=[N:15][C:16]2[S:20][CH:19]=[N:18][C:17]=2[C:21]([O:23][CH3:24])=[O:22])C2C=CC=CC=2)C=CC=CC=1. The catalyst is C1COCC1. The product is [NH2:15][C:16]1[S:20][CH:19]=[N:18][C:17]=1[C:21]([O:23][CH3:24])=[O:22]. The yield is 0.710. (3) The reactants are C(O[C:9]1[C:14]([O:15][CH3:16])=[CH:13][CH:12]=[CH:11][C:10]=1[CH2:17][CH:18]([OH:28])[CH2:19][O:20][Si:21]([C:24]([CH3:27])([CH3:26])[CH3:25])([CH3:23])[CH3:22])C1C=CC=CC=1.CC1C=CC(S(OCC(O)CC2C=CC(OC)=CC=2O)(=O)=O)=CC=1.COC1C(O)=CC=CC=1.C1(O)C=CC=CC=1.C1(P(C2C=CC=CC=2)C2C=CC=CC=2)C=CC=CC=1.CCOC(/N=N/C(OCC)=O)=O.CC1C=CC(S(OCC2CC3C=CC(OC)=CC=3O2)(=O)=O)=CC=1. The catalyst is [Pd]. The product is [C:24]([Si:21]([O:20][CH2:19][CH:18]1[CH2:17][C:10]2[CH:11]=[CH:12][CH:13]=[C:14]([O:15][CH3:16])[C:9]=2[O:28]1)([CH3:22])[CH3:23])([CH3:25])([CH3:26])[CH3:27]. The yield is 0.800. (4) The reactants are [F:1][C:2]1[CH:3]=[C:4]([OH:11])[CH:5]=[CH:6][C:7]=1[N+:8]([O-])=O. The catalyst is C(OCC)(=O)C. The product is [NH2:8][C:7]1[CH:6]=[CH:5][C:4]([OH:11])=[CH:3][C:2]=1[F:1]. The yield is 0.960. (5) The reactants are [NH2:1][C:2]1[N:10]=[CH:9][N:8]=[C:7]2[C:3]=1[N:4]=[CH:5][N:6]2[C@H:11]1[C@@H:15]2[O:16][C:17]([CH3:20])([CH3:19])[O:18][C@@H:14]2[C@@H:13]([CH2:21][NH:22][CH2:23][CH2:24][CH2:25][NH:26][C:27]([NH:29][C:30]2[CH:35]=[CH:34][C:33]([C:36]([CH3:39])([CH3:38])[CH3:37])=[CH:32][CH:31]=2)=[O:28])[O:12]1.[CH:40](=O)[CH3:41].[BH-](OC(C)=O)(OC(C)=O)OC(C)=O.[Na+]. The yield is 0.680. The catalyst is ClCCCl.C1COCC1. The product is [NH2:1][C:2]1[N:10]=[CH:9][N:8]=[C:7]2[C:3]=1[N:4]=[CH:5][N:6]2[C@H:11]1[C@@H:15]2[O:16][C:17]([CH3:19])([CH3:20])[O:18][C@@H:14]2[C@@H:13]([CH2:21][N:22]([CH2:40][CH3:41])[CH2:23][CH2:24][CH2:25][NH:26][C:27]([NH:29][C:30]2[CH:35]=[CH:34][C:33]([C:36]([CH3:39])([CH3:38])[CH3:37])=[CH:32][CH:31]=2)=[O:28])[O:12]1. (6) The reactants are [CH:1]([O-])=[O:2].[NH4+].[F:5][C:6]1[CH:27]=[CH:26][CH:25]=[CH:24][C:7]=1[CH:8]=[C:9]1[C:14](=[O:15])[C:13](=[CH:16][C:17]2[CH:22]=[CH:21][CH:20]=[CH:19][C:18]=2[F:23])[CH2:12][NH:11][CH2:10]1. The catalyst is C(#N)C. The product is [CH:1]([N:11]1[CH2:10][C:9](=[CH:8][C:7]2[CH:24]=[CH:25][CH:26]=[CH:27][C:6]=2[F:5])[C:14](=[O:15])[C:13](=[CH:16][C:17]2[CH:22]=[CH:21][CH:20]=[CH:19][C:18]=2[F:23])[CH2:12]1)=[O:2]. The yield is 0.570.